From a dataset of Full USPTO retrosynthesis dataset with 1.9M reactions from patents (1976-2016). Predict the reactants needed to synthesize the given product. (1) Given the product [C:1]([N:4]1[CH2:5][CH2:6][CH:7]([C:10]([N:12]2[CH2:17][CH2:16][N:15]([C:18]3[C:19]([CH:29]([NH2:38])[CH3:30])=[CH:20][C:21]([Cl:28])=[C:22]4[C:27]=3[N:26]=[CH:25][CH:24]=[CH:23]4)[CH2:14][CH2:13]2)=[O:11])[CH2:8][CH2:9]1)(=[O:3])[CH3:2], predict the reactants needed to synthesize it. The reactants are: [C:1]([N:4]1[CH2:9][CH2:8][CH:7]([C:10]([N:12]2[CH2:17][CH2:16][N:15]([C:18]3[C:19]([C:29](=O)[CH3:30])=[CH:20][C:21]([Cl:28])=[C:22]4[C:27]=3[N:26]=[CH:25][CH:24]=[CH:23]4)[CH2:14][CH2:13]2)=[O:11])[CH2:6][CH2:5]1)(=[O:3])[CH3:2].C([O-])(=O)C.[NH4+].C([BH3-])#[N:38].[Na+].O1CCCC1. (2) The reactants are: [C:1]1([C:7]2[N:12]=[C:11]([Cl:13])[N:10]=[C:9](Cl)[CH:8]=2)[CH:6]=[CH:5][CH:4]=[CH:3][CH:2]=1.[NH2:15][C@@H:16]([CH3:25])[C:17]([NH:19][CH2:20][C:21]([F:24])([F:23])[F:22])=[O:18].C(N(C(C)C)CC)(C)C. Given the product [Cl:13][C:11]1[N:10]=[C:9]([NH:15][CH:16]([CH3:25])[C:17]([NH:19][CH2:20][C:21]([F:22])([F:23])[F:24])=[O:18])[CH:8]=[C:7]([C:1]2[CH:6]=[CH:5][CH:4]=[CH:3][CH:2]=2)[N:12]=1, predict the reactants needed to synthesize it. (3) The reactants are: Cl[C:2]1[N:7]=[C:6]([CH3:8])[CH:5]=[CH:4][N:3]=1.[F:9][CH:10]([F:13])[CH2:11][NH2:12]. Given the product [F:9][CH:10]([F:13])[CH2:11][NH:12][C:2]1[N:7]=[C:6]([CH3:8])[CH:5]=[CH:4][N:3]=1, predict the reactants needed to synthesize it. (4) Given the product [NH2:1][CH2:2][CH:3]1[C:7]2[CH:8]=[C:9]([C:12]3[C:20]4[C:15](=[CH:16][C:17]([F:21])=[CH:18][CH:19]=4)[NH:14][CH:13]=3)[CH:10]=[CH:11][C:6]=2[S:5](=[O:23])(=[O:22])[NH:4]1, predict the reactants needed to synthesize it. The reactants are: [NH2:1][CH2:2][CH:3]1[C:7]2[CH:8]=[C:9]([C:12]3[C:20]4[C:15](=[CH:16][C:17]([F:21])=[CH:18][CH:19]=4)[NH:14][CH:13]=3)[CH:10]=[CH:11][C:6]=2[S:5](=[O:23])(=[O:22])[N:4]1C(C)(C)C. (5) The reactants are: Cl[C:2]1[N:7]=[C:6]([Cl:8])[N:5]=[C:4]([Cl:9])[N:3]=1.C(=O)([O-])[O-].[Cs+].[Cs+].Cl.[F:17][C:18]1([F:23])[CH2:22][CH2:21][NH:20][CH2:19]1.CCN(C(C)C)C(C)C. Given the product [Cl:9][C:4]1[N:5]=[C:6]([Cl:8])[N:7]=[C:2]([N:20]2[CH2:21][CH2:22][C:18]([F:23])([F:17])[CH2:19]2)[N:3]=1, predict the reactants needed to synthesize it. (6) Given the product [F:1][C:2]1[N:3]=[CH:4][C:5]([C:6]([N:13]2[CH2:18][CH2:17][CH2:16][CH:15]([C:19]3[N:23]=[C:22]([C:24]4[CH:29]=[CH:28][CH:27]=[CH:26][N:25]=4)[O:21][N:20]=3)[CH2:14]2)=[O:8])=[CH:9][CH:10]=1, predict the reactants needed to synthesize it. The reactants are: [F:1][C:2]1[CH:10]=[CH:9][C:5]([C:6]([OH:8])=O)=[CH:4][N:3]=1.Cl.Cl.[NH:13]1[CH2:18][CH2:17][CH2:16][CH:15]([C:19]2[N:23]=[C:22]([C:24]3[CH:29]=[CH:28][CH:27]=[CH:26][N:25]=3)[O:21][N:20]=2)[CH2:14]1. (7) Given the product [NH2:8][C:9]1[C:14]([CH:15]=[O:16])=[CH:13][CH:12]=[C:11]([O:17][CH3:18])[N:10]=1, predict the reactants needed to synthesize it. The reactants are: Cl.C(OC(=O)[NH:8][C:9]1[C:14]([CH:15]=[O:16])=[CH:13][CH:12]=[C:11]([O:17][CH3:18])[N:10]=1)(C)(C)C. (8) Given the product [Cl:1][C:2]1[C:3]([C:15]2[N:16]([CH:21]([CH3:23])[CH3:22])[C:17]([CH3:20])=[N:18][CH:19]=2)=[N:4][C:5]([NH:8][CH:9]2[CH2:10][CH2:11][N:12]([S:27]([CH2:26][CH2:25][N:31]3[CH2:36][CH2:35][O:34][CH2:33][CH2:32]3)(=[O:29])=[O:28])[CH2:13][CH2:14]2)=[N:6][CH:7]=1, predict the reactants needed to synthesize it. The reactants are: [Cl:1][C:2]1[C:3]([C:15]2[N:16]([CH:21]([CH3:23])[CH3:22])[C:17]([CH3:20])=[N:18][CH:19]=2)=[N:4][C:5]([NH:8][CH:9]2[CH2:14][CH2:13][NH:12][CH2:11][CH2:10]2)=[N:6][CH:7]=1.Cl[CH2:25][CH2:26][S:27](Cl)(=[O:29])=[O:28].[NH:31]1[CH2:36][CH2:35][O:34][CH2:33][CH2:32]1. (9) Given the product [CH3:18][CH:15]1[N:14]([C:19](=[O:31])[C:20]2[CH:25]=[CH:24][CH:23]=[CH:22][C:21]=2[N:26]2[N:27]=[CH:28][CH:29]=[N:30]2)[CH2:13][CH:12]([O:11][C:7]2[CH:6]=[C:5]([C:4](=[O:32])[CH3:34])[CH:10]=[CH:9][N:8]=2)[CH2:17][CH2:16]1, predict the reactants needed to synthesize it. The reactants are: CON(C)[C:4](=[O:32])[C:5]1[CH:10]=[CH:9][N:8]=[C:7]([O:11][CH:12]2[CH2:17][CH2:16][CH:15]([CH3:18])[N:14]([C:19](=[O:31])[C:20]3[CH:25]=[CH:24][CH:23]=[CH:22][C:21]=3[N:26]3[N:30]=[CH:29][CH:28]=[N:27]3)[CH2:13]2)[CH:6]=1.[CH3:34][Mg+].[Br-].[NH4+].[Cl-].